This data is from Reaction yield outcomes from USPTO patents with 853,638 reactions. The task is: Predict the reaction yield, written as a fraction of the theoretical maximum amount of product (1.0 means a 100% yield; for example, 0.34 means a 34% yield). (1) The reactants are C[O:2][C:3]1[CH:4]=[C:5]2[C:9](=[CH:10][CH:11]=1)[CH2:8][CH:7]([C:12]1[CH:13]=[C:14]([CH:19]=[CH:20][CH:21]=1)[C:15]([O:17][CH3:18])=[O:16])[CH2:6]2.B(Br)(Br)Br. The catalyst is ClCCl. The product is [OH:2][C:3]1[CH:4]=[C:5]2[C:9](=[CH:10][CH:11]=1)[CH2:8][CH:7]([C:12]1[CH:13]=[C:14]([CH:19]=[CH:20][CH:21]=1)[C:15]([O:17][CH3:18])=[O:16])[CH2:6]2. The yield is 0.180. (2) The reactants are C([N:8]1[CH2:12][CH2:11][CH:10]([C@@H:13]2[CH2:15][C@@H:14]2[C:16]([O:18][C:19]([CH3:22])([CH3:21])[CH3:20])=[O:17])[CH2:9]1)C1C=CC=CC=1.Cl[C:24]([O:26][CH2:27][C:28]1[CH:33]=[CH:32][CH:31]=[CH:30][CH:29]=1)=[O:25]. The catalyst is ClCCl. The product is [CH2:27]([O:26][C:24]([N:8]1[CH2:12][CH2:11][CH:10]([C@@H:13]2[CH2:15][C@@H:14]2[C:16]([O:18][C:19]([CH3:22])([CH3:21])[CH3:20])=[O:17])[CH2:9]1)=[O:25])[C:28]1[CH:33]=[CH:32][CH:31]=[CH:30][CH:29]=1. The yield is 0.751.